Dataset: KCNQ2 potassium channel screen with 302,405 compounds. Task: Binary Classification. Given a drug SMILES string, predict its activity (active/inactive) in a high-throughput screening assay against a specified biological target. (1) The molecule is [O-][N+](=O)c1ccc(N\N=C\c2n(c3ccccc3)ccc2)nc1. The result is 0 (inactive). (2) The molecule is O1C(C(=O)N(CC(=O)N2CCOCC2)c2c1ccc(c2)C(=O)NC(C)C)(C)C. The result is 0 (inactive). (3) The compound is Fc1ccc(c2nnc(N3CCN(CC3)c3c(OC)cccc3)c3c2cccc3)cc1. The result is 0 (inactive). (4) The compound is Clc1c(cccc1)/C=N\NC(=O)CNC(=O)c1ccccc1. The result is 0 (inactive). (5) The drug is Brc1c(C2NC(=O)NC(=C2C(OCCCCCl)=O)C)cc2OCOc2c1. The result is 0 (inactive). (6) The compound is O=C1N(c2cc(cc(c2)C(=O)Nc2c(OCC)cccc2)C(=O)Nc2c(OCC)cccc2)C(=O)CC1. The result is 0 (inactive). (7) The result is 0 (inactive). The compound is S=C(N1CCN(CC1)C)Nc1c(scc1)C(OC)=O. (8) The compound is O(C(=O)C(/[N+]([O-])=O)=C\c1c2c(n(c1)C)cccc2)CC. The result is 0 (inactive). (9) The drug is s\1c2c([nH]c1=C(/C(=O)CSc1ncccc1)C#N)cccc2. The result is 0 (inactive). (10) The molecule is s1c(C(=O)N2CCN(CC2)Cc2cccnc2)ccc1. The result is 0 (inactive).